Dataset: Forward reaction prediction with 1.9M reactions from USPTO patents (1976-2016). Task: Predict the product of the given reaction. (1) Given the reactants O.[OH:2][C:3]1[CH:13]=[CH:12][C:6]2[C:7](=[O:11])[CH2:8][CH2:9][O:10][C:5]=2[CH:4]=1.C1N2CN3CN(C2)CN1C3.FC(F)(F)[C:26](O)=[O:27], predict the reaction product. The product is: [OH:2][C:3]1[CH:13]=[CH:12][C:6]2[C:7](=[O:11])[CH2:8][CH2:9][O:10][C:5]=2[C:4]=1[CH:26]=[O:27]. (2) Given the reactants Cl[C:2]1[N:3]=[C:4]([N:13]2[CH2:18][CH2:17][O:16][CH2:15][CH2:14]2)[C:5]2[CH:10]=[C:9]([CH:11]=O)[S:8][C:6]=2[N:7]=1.C(N1CCNCC1)(OC(C)(C)C)=O.ClC1N=C(N2CCOCC2)C2C=C(CN3CCN(C(OC(C)(C)C)=O)CC3)SC=2N=1.Cl.ClC1N=C(N2CCOCC2)C2C=C(CN3CCNCC3)SC=2N=1.C(O)(=O)CO.ClC1N=C(N2CCOCC2)C2C=C(C[N:102]3[CH2:107][CH2:106][N:105]([C:108](=[O:111])[CH2:109][OH:110])[CH2:104][CH2:103]3)SC=2N=1.CC1(C)C(C)(C)OB([C:126]2[CH:127]=[N:128][C:129]([NH2:132])=[N:130][CH:131]=2)O1, predict the reaction product. The product is: [NH2:132][C:129]1[N:130]=[CH:131][C:126]([C:2]2[N:3]=[C:4]([N:13]3[CH2:18][CH2:17][O:16][CH2:15][CH2:14]3)[C:5]3[CH:10]=[C:9]([CH2:11][N:102]4[CH2:103][CH2:104][N:105]([C:108](=[O:111])[CH2:109][OH:110])[CH2:106][CH2:107]4)[S:8][C:6]=3[N:7]=2)=[CH:127][N:128]=1. (3) Given the reactants [F:1][C:2]1[CH:7]=[C:6]([N:8]([CH2:21][C:22]2[CH:23]=[C:24]([C:28]3[C:33]([CH3:34])=[CH:32][C:31]([O:35][CH2:36][C:37]4([OH:44])[CH2:42][CH2:41][S:40](=[O:43])[CH2:39][CH2:38]4)=[CH:30][C:29]=3[CH3:45])[CH:25]=[CH:26][CH:27]=2)S(C2C=CC=CC=2[N+]([O-])=O)(=O)=O)[CH:5]=[CH:4][C:3]=1[CH2:46][CH2:47][C:48]([O:50][CH2:51][CH3:52])=[O:49].SCC(O)=O.O.[OH-].[Li+], predict the reaction product. The product is: [F:1][C:2]1[CH:7]=[C:6]([NH:8][CH2:21][C:22]2[CH:23]=[C:24]([C:28]3[C:29]([CH3:45])=[CH:30][C:31]([O:35][CH2:36][C:37]4([OH:44])[CH2:42][CH2:41][S:40](=[O:43])[CH2:39][CH2:38]4)=[CH:32][C:33]=3[CH3:34])[CH:25]=[CH:26][CH:27]=2)[CH:5]=[CH:4][C:3]=1[CH2:46][CH2:47][C:48]([O:50][CH2:51][CH3:52])=[O:49]. (4) The product is: [Cl:1][CH2:2][C@H:3]1[C:11]2[C:6](=[CH:7][C:8]([OH:16])=[C:9]3[S:14][CH:13]=[C:12]([CH3:15])[C:10]3=2)[N:5]([C:49]([C:45]2[CH:44]=[C:43]3[C:48]([C:40]([NH:39][C:37]([C:34]4[CH:35]=[C:36]5[C:31]([CH:30]=[CH:29][NH:28]5)=[CH:32][CH:33]=4)=[O:38])=[CH:41][NH:42]3)=[CH:47][CH:46]=2)=[O:50])[CH2:4]1. Given the reactants [Cl:1][CH2:2][C@H:3]1[C:11]2[C:10]3[C:12]([CH3:15])=[CH:13][S:14][C:9]=3[C:8]([OH:16])=[CH:7][C:6]=2[NH:5][CH2:4]1.CCN=C=NCCCN(C)C.[NH:28]1[C:36]2[C:31](=[CH:32][CH:33]=[C:34]([C:37]([NH:39][C:40]3[C:48]4[C:43](=[CH:44][C:45]([C:49](O)=[O:50])=[CH:46][CH:47]=4)[NH:42][CH:41]=3)=[O:38])[CH:35]=2)[CH:30]=[CH:29]1, predict the reaction product. (5) Given the reactants [F:1][C:2]1[CH:3]=[CH:4][C:5]([N+:11]([O-:13])=[O:12])=[C:6]([CH:10]=1)[C:7](O)=[O:8].S(Cl)([Cl:16])=O, predict the reaction product. The product is: [F:1][C:2]1[CH:3]=[CH:4][C:5]([N+:11]([O-:13])=[O:12])=[C:6]([CH:10]=1)[C:7]([Cl:16])=[O:8]. (6) Given the reactants [C@H:1]12[CH2:7][C@H:4]([CH2:5][CH2:6]1)[CH2:3][C@H:2]2[NH:8][C:9]1[N:14]=[C:13]([C:15]([F:18])([F:17])[F:16])[C:12]([CH2:19][Cl:20])=[CH:11][N:10]=1.[NH:21]1[CH2:26][CH2:25][O:24][CH2:23][CH2:22]1, predict the reaction product. The product is: [ClH:20].[C@H:1]12[CH2:7][C@H:4]([CH2:5][CH2:6]1)[CH2:3][C@H:2]2[NH:8][C:9]1[N:14]=[C:13]([C:15]([F:18])([F:17])[F:16])[C:12]([CH2:19][N:21]2[CH2:26][CH2:25][O:24][CH2:23][CH2:22]2)=[CH:11][N:10]=1. (7) Given the reactants Br[CH2:2][C:3]1[CH:8]=[CH:7][CH:6]=[C:5]([N+:9]([O-:11])=[O:10])[CH:4]=1.[P:12]([O:19]CC)([O:16][CH2:17][CH3:18])[O:13][CH2:14][CH3:15], predict the reaction product. The product is: [CH2:14]([O:13][P:12]([CH2:2][C:3]1[CH:8]=[CH:7][CH:6]=[C:5]([N+:9]([O-:11])=[O:10])[CH:4]=1)([O:16][CH2:17][CH3:18])=[O:19])[CH3:15].